From a dataset of Catalyst prediction with 721,799 reactions and 888 catalyst types from USPTO. Predict which catalyst facilitates the given reaction. Reactant: [CH2:1]([NH:3][C:4]1[N:8]([CH2:9][CH2:10]O)[N:7]=[C:6]([C:12]2[CH:17]=[CH:16][C:15]([F:18])=[CH:14][CH:13]=2)[C:5]=1[C:19]1[CH:20]=[CH:21][C:22](=[O:32])[N:23]([C:25]2[CH:30]=[CH:29][CH:28]=[CH:27][C:26]=2[CH3:31])[N:24]=1)[CH3:2].N1C=CN=C1.C1(P(C2C=CC=CC=2)C2C=CC=CC=2)C=CC=CC=1.II. Product: [CH2:1]([N:3]1[C:4]2[N:8]([N:7]=[C:6]([C:12]3[CH:13]=[CH:14][C:15]([F:18])=[CH:16][CH:17]=3)[C:5]=2[C:19]2[CH:20]=[CH:21][C:22](=[O:32])[N:23]([C:25]3[CH:30]=[CH:29][CH:28]=[CH:27][C:26]=3[CH3:31])[N:24]=2)[CH2:9][CH2:10]1)[CH3:2]. The catalyst class is: 7.